Dataset: Full USPTO retrosynthesis dataset with 1.9M reactions from patents (1976-2016). Task: Predict the reactants needed to synthesize the given product. (1) Given the product [O:1]([C:8]1[C:9]2[N:16]([CH2:17][CH:18]([OH:22])[OH:19])[CH:15]=[CH:14][C:10]=2[N:11]=[CH:12][N:13]=1)[C:2]1[CH:7]=[CH:6][CH:5]=[CH:4][CH:3]=1, predict the reactants needed to synthesize it. The reactants are: [O:1]([C:8]1[C:9]2[N:16]([CH2:17][CH:18]([O:22]CC)[O:19]CC)[CH:15]=[CH:14][C:10]=2[N:11]=[CH:12][N:13]=1)[C:2]1[CH:7]=[CH:6][CH:5]=[CH:4][CH:3]=1. (2) Given the product [NH2:1][C:2]1[N:7]=[CH:6][N:5]=[C:4]2[N:8]([C@@H:26]3[CH2:31][CH2:30][CH2:29][N:28]([C:32]([C:33](=[CH:39][CH:40]4[CH2:42][CH2:41]4)[C:34]#[N:35])=[O:36])[CH2:27]3)[N:9]=[C:10]([C:11]3[CH:16]=[CH:15][C:14]([O:17][C:18]4[C:23]([F:24])=[CH:22][CH:21]=[CH:20][C:19]=4[F:25])=[CH:13][CH:12]=3)[C:3]=12, predict the reactants needed to synthesize it. The reactants are: [NH2:1][C:2]1[N:7]=[CH:6][N:5]=[C:4]2[N:8]([C@@H:26]3[CH2:31][CH2:30][CH2:29][N:28]([C:32](=[O:36])[CH2:33][C:34]#[N:35])[CH2:27]3)[N:9]=[C:10]([C:11]3[CH:16]=[CH:15][C:14]([O:17][C:18]4[C:23]([F:24])=[CH:22][CH:21]=[CH:20][C:19]=4[F:25])=[CH:13][CH:12]=3)[C:3]=12.N1[CH2:42][CH2:41][CH2:40][CH2:39]C1.C1(C=O)CC1. (3) The reactants are: [Br:1][C:2]1[CH:9]=[CH:8][C:7]([OH:10])=[CH:6][C:3]=1[CH:4]=[O:5].[CH2:11](O)[CH2:12][OH:13].CC1C=CC(S(O)(=O)=O)=CC=1. Given the product [Br:1][C:2]1[CH:9]=[CH:8][C:7]([OH:10])=[CH:6][C:3]=1[CH:4]1[O:13][CH2:12][CH2:11][O:5]1, predict the reactants needed to synthesize it. (4) Given the product [OH:2][NH:1][S:10]([C:8]1[O:9][C:5]([CH3:4])=[CH:6][CH:7]=1)(=[O:12])=[O:11], predict the reactants needed to synthesize it. The reactants are: [NH2:1][OH:2].O.[CH3:4][C:5]1[O:9][C:8]([S:10](Cl)(=[O:12])=[O:11])=[CH:7][CH:6]=1.CCCCCC.